Dataset: Reaction yield outcomes from USPTO patents with 853,638 reactions. Task: Predict the reaction yield, written as a fraction of the theoretical maximum amount of product (1.0 means a 100% yield; for example, 0.34 means a 34% yield). The reactants are Cl[C:2]1[N:9]=[C:8]([Cl:10])[CH:7]=[CH:6][C:3]=1[CH:4]=O.[CH3:11][NH:12][NH2:13].O. The catalyst is C1COCC1. The product is [Cl:10][C:8]1[CH:7]=[CH:6][C:3]2[C:2](=[N:13][N:12]([CH3:11])[CH:4]=2)[N:9]=1. The yield is 0.750.